Dataset: Full USPTO retrosynthesis dataset with 1.9M reactions from patents (1976-2016). Task: Predict the reactants needed to synthesize the given product. (1) Given the product [C:6]1([CH:12]=[CH:13][CH:14]=[CH:15][CH:17]=[O:19])[CH:11]=[CH:10][CH:9]=[CH:8][CH:7]=1, predict the reactants needed to synthesize it. The reactants are: P(Cl)(Cl)(Cl)=O.[C:6]1([CH:12]=[CH:13][CH:14](O)[CH3:15])[CH:11]=[CH:10][CH:9]=[CH:8][CH:7]=1.[C:17]([O-])(=[O:19])C.[Na+]. (2) Given the product [Cl:1][C:2]1[C:7]([F:8])=[CH:6][C:5]([C:20]2[CH:25]=[CH:24][N:23]=[C:22]([NH:26][C:27](=[O:33])[O:28][C:29]([CH3:30])([CH3:31])[CH3:32])[C:21]=2[CH:34]=[O:35])=[C:4]([F:18])[CH:3]=1, predict the reactants needed to synthesize it. The reactants are: [Cl:1][C:2]1[C:7]([F:8])=[CH:6][C:5](B2OC(C)(C)C(C)(C)O2)=[C:4]([F:18])[CH:3]=1.Cl[C:20]1[CH:25]=[CH:24][N:23]=[C:22]([NH:26][C:27](=[O:33])[O:28][C:29]([CH3:32])([CH3:31])[CH3:30])[C:21]=1[CH:34]=[O:35].